Dataset: Reaction yield outcomes from USPTO patents with 853,638 reactions. Task: Predict the reaction yield, written as a fraction of the theoretical maximum amount of product (1.0 means a 100% yield; for example, 0.34 means a 34% yield). (1) The reactants are [N:1]1[C:10]2[C:5](=[CH:6][C:7]([C:11](=[CH2:15])[CH2:12][CH2:13][OH:14])=[CH:8][CH:9]=2)[CH:4]=[CH:3][CH:2]=1. The catalyst is [Pt].CO. The product is [N:1]1[C:10]2[C:5](=[CH:6][C:7]([CH:11]([CH3:15])[CH2:12][CH2:13][OH:14])=[CH:8][CH:9]=2)[CH:4]=[CH:3][CH:2]=1. The yield is 0.990. (2) The reactants are [Br:1][C:2]1[CH:10]=[CH:9][CH:8]=[C:7]2[C:3]=1[CH:4]=[CH:5][NH:6]2.[H-].[Na+].[C:13]1([S:19](Cl)(=[O:21])=[O:20])[CH:18]=[CH:17][CH:16]=[CH:15][CH:14]=1. The catalyst is C1COCC1. The product is [Br:1][C:2]1[CH:10]=[CH:9][CH:8]=[C:7]2[C:3]=1[CH:4]=[CH:5][N:6]2[S:19]([C:13]1[CH:18]=[CH:17][CH:16]=[CH:15][CH:14]=1)(=[O:21])=[O:20]. The yield is 0.600. (3) The reactants are [NH2:1][C:2]1[CH:7]=[CH:6][C:5]([N:8]2[C:14](=[O:15])[CH2:13][C:12](=[O:16])[NH:11][C:10]3[C:17]4[C:22]([CH:23]=[CH:24][C:9]2=3)=[CH:21][CH:20]=[CH:19][CH:18]=4)=[CH:4][CH:3]=1.[Br:25][C:26]1[CH:27]=[C:28]([CH:32]=[CH:33][CH:34]=1)[C:29](Cl)=[O:30].C(NC1C=CC(N2C(=O)CC(=O)NC3C4C(C=CC2=3)=CC=CC=4)=CC=1)(=O)C1C=CC=CC=1. No catalyst specified. The product is [Br:25][C:26]1[CH:27]=[C:28]([CH:32]=[CH:33][CH:34]=1)[C:29]([NH:1][C:2]1[CH:7]=[CH:6][C:5]([N:8]2[C:14](=[O:15])[CH2:13][C:12](=[O:16])[NH:11][C:10]3[C:17]4[C:22]([CH:23]=[CH:24][C:9]2=3)=[CH:21][CH:20]=[CH:19][CH:18]=4)=[CH:4][CH:3]=1)=[O:30]. The yield is 0.600. (4) The yield is 0.940. The catalyst is C(Cl)Cl. The reactants are [NH:1]1[CH2:6][CH2:5][CH2:4][CH:3]([C:7]([O:9][CH2:10][CH3:11])=[O:8])[CH2:2]1.[C:12]1([S:18](Cl)(=[O:20])=[O:19])[CH:17]=[CH:16][CH:15]=[CH:14][CH:13]=1.C(N(CC)CC)C. The product is [C:12]1([S:18]([N:1]2[CH2:6][CH2:5][CH2:4][CH:3]([C:7]([O:9][CH2:10][CH3:11])=[O:8])[CH2:2]2)(=[O:20])=[O:19])[CH:17]=[CH:16][CH:15]=[CH:14][CH:13]=1. (5) The reactants are Br[C:2]1[CH:3]=[CH:4][C:5]([CH2:8][C:9]([NH:11][C:12]2[CH:13]=[N:14][CH:15]=[C:16]([C:18]([C:20]3[C:28]4[CH:27]=[N:26][CH:25]=[N:24][C:23]=4[N:22]([CH:29]([CH3:31])[CH3:30])[CH:21]=3)=[O:19])[CH:17]=2)=[O:10])=[N:6][CH:7]=1.[CH3:32][N:33](C=O)C. The catalyst is CCOC(C)=O.[C-]#N.[Zn+2].[C-]#N.C1C=CC(/C=C/C(/C=C/C2C=CC=CC=2)=O)=CC=1.C1C=CC(/C=C/C(/C=C/C2C=CC=CC=2)=O)=CC=1.C1C=CC(/C=C/C(/C=C/C2C=CC=CC=2)=O)=CC=1.[Pd].[Pd].C1(P(C2C=CC=CC=2)[C-]2C=CC=C2)C=CC=CC=1.[C-]1(P(C2C=CC=CC=2)C2C=CC=CC=2)C=CC=C1.[Fe+2]. The product is [C:32]([C:2]1[CH:3]=[CH:4][C:5]([CH2:8][C:9]([NH:11][C:12]2[CH:13]=[N:14][CH:15]=[C:16]([C:18]([C:20]3[C:28]4[CH:27]=[N:26][CH:25]=[N:24][C:23]=4[N:22]([CH:29]([CH3:31])[CH3:30])[CH:21]=3)=[O:19])[CH:17]=2)=[O:10])=[N:6][CH:7]=1)#[N:33]. The yield is 0.180. (6) The yield is 0.200. The catalyst is C(O)C.C(OCC)(=O)C. The product is [F:5][C:6]1[CH:7]=[C:8]([NH:18][C:19]2[N:21]=[C:26]([C:27]([O:29][CH2:30][CH3:31])=[O:28])[CH:25]=[C:24]([CH:23]([CH3:22])[CH3:34])[N:20]=2)[CH:9]=[CH:10][C:11]=1[N:12]1[CH:16]=[C:15]([CH3:17])[N:14]=[CH:13]1. The reactants are [N+]([O-])(O)=O.[F:5][C:6]1[CH:7]=[C:8]([NH:18][C:19]([NH2:21])=[NH:20])[CH:9]=[CH:10][C:11]=1[N:12]1[CH:16]=[C:15]([CH3:17])[N:14]=[CH:13]1.[CH3:22][CH:23]([CH3:34])[C:24](=O)[CH2:25][C:26](=O)[C:27]([O:29][CH2:30][CH3:31])=[O:28].C(=O)([O-])[O-].[K+].[K+].